From a dataset of Full USPTO retrosynthesis dataset with 1.9M reactions from patents (1976-2016). Predict the reactants needed to synthesize the given product. The reactants are: Cl[CH2:2][C:3]1[CH:4]=[CH:5][C:6]([O:11][C:12]2[CH:17]=[CH:16][C:15]([F:18])=[C:14]([C:19]([F:22])([F:21])[F:20])[CH:13]=2)=[C:7]([CH:10]=1)[C:8]#[N:9].[CH3:23][O:24][C:25]1[N:30]=[CH:29][C:28]([CH2:31][C:32]2[C:33](=[O:39])[NH:34][C:35](=[S:38])[NH:36][CH:37]=2)=[CH:27][N:26]=1.C([O-])([O-])=O.[K+].[K+]. Given the product [F:18][C:15]1[CH:16]=[CH:17][C:12]([O:11][C:6]2[CH:5]=[CH:4][C:3]([CH2:2][S:38][C:35]3[NH:36][CH:37]=[C:32]([CH2:31][C:28]4[CH:29]=[N:30][C:25]([O:24][CH3:23])=[N:26][CH:27]=4)[C:33](=[O:39])[N:34]=3)=[CH:10][C:7]=2[C:8]#[N:9])=[CH:13][C:14]=1[C:19]([F:22])([F:21])[F:20], predict the reactants needed to synthesize it.